From a dataset of Forward reaction prediction with 1.9M reactions from USPTO patents (1976-2016). Predict the product of the given reaction. (1) Given the reactants [C:12]([O:11][C:9](O[C:9]([O:11][C:12]([CH3:15])([CH3:14])[CH3:13])=[O:10])=[O:10])([CH3:15])([CH3:14])[CH3:13].[NH2:16][C:17]1[CH:21]=[CH:20][S:19][C:18]=1[C:22]([O:24][CH3:25])=[O:23], predict the reaction product. The product is: [CH3:25][O:24][C:22]([C:18]1[S:19][CH:20]=[CH:21][C:17]=1[NH:16][C:9]([O:11][C:12]([CH3:13])([CH3:14])[CH3:15])=[O:10])=[O:23]. (2) Given the reactants I[C:2]1[CH:3]=[CH:4][C:5]2[N:6]([CH:8]=[C:9]([NH:11][C:12]([CH:14]3[CH2:16][CH2:15]3)=[O:13])[N:10]=2)[N:7]=1.[NH2:17][C:18]1[CH:19]=[C:20]([OH:26])[C:21]([Cl:25])=[CH:22][C:23]=1[F:24].C(=O)([O-])[O-].[K+].[K+], predict the reaction product. The product is: [NH2:17][C:18]1[C:23]([F:24])=[CH:22][C:21]([Cl:25])=[C:20]([CH:19]=1)[O:26][C:2]1[CH:3]=[CH:4][C:5]2[N:6]([CH:8]=[C:9]([NH:11][C:12]([CH:14]3[CH2:16][CH2:15]3)=[O:13])[N:10]=2)[N:7]=1. (3) Given the reactants [CH3:1][O:2][CH2:3][C:4]1[N:5]=[C:6]2[CH:11]=[CH:10][CH:9]=[CH:8][N:7]2[CH:12]=1.[I:13]N1C(=O)CCC1=O.C(=O)([O-])O.[Na+], predict the reaction product. The product is: [I:13][C:12]1[N:7]2[CH:8]=[CH:9][CH:10]=[CH:11][C:6]2=[N:5][C:4]=1[CH2:3][O:2][CH3:1]. (4) Given the reactants [CH3:1][O:2][C:3]1[CH:21]=[C:20]([C:22]([F:25])([F:24])[F:23])[CH:19]=[CH:18][C:4]=1[C:5]([NH:7][CH2:8][CH2:9][N:10]1[CH:14]=[C:13]([C:15]([OH:17])=O)[N:12]=[CH:11]1)=[O:6].C[NH3+].F[P-](F)(F)(F)(F)F.N1(OC(N(C)C)=[N+](C)C)[C:39]2[N:40]=[CH:41][CH:42]=[CH:43][C:38]=2[N:37]=N1.F[P-](F)(F)(F)(F)F.C(N([CH:65]([CH3:67])[CH3:66])CC)(C)C.[C:68](OC(NCCC1N=C(C([O-])=O)NN=1)=O)(C)(C)[CH3:69].[Na+], predict the reaction product. The product is: [C:39]([CH:38]([NH:37][C:15]([C:13]1[N:12]=[CH:11][N:10]([CH2:9][CH2:8][NH:7][C:5](=[O:6])[C:4]2[CH:18]=[CH:19][C:20]([C:22]([F:24])([F:25])[F:23])=[CH:21][C:3]=2[O:2][CH3:1])[CH:14]=1)=[O:17])[C:43]1[CH:69]=[CH:68][C:67]([CH2:65][CH3:66])=[CH:41][CH:42]=1)#[N:40].